From a dataset of Experimentally validated miRNA-target interactions with 360,000+ pairs, plus equal number of negative samples. Binary Classification. Given a miRNA mature sequence and a target amino acid sequence, predict their likelihood of interaction. The miRNA is mmu-miR-290a-5p with sequence ACUCAAACUAUGGGGGCACUUU. The protein sequence of the target gene is MDQQMALTWGLCYMALVALCWGHGVTEAEETVPLKTLQCYNDYTNHIICSWADTEDAQGLINMTLYHQLEKKQPVSCELSEELMWSECPSSHRCVPRRCVIPYTRFSITNEDYYSFRPDSDLGIQLMVPLAQNVQPPLPKNVSISSSEDRFLLEWSVSLGDAQVSWLSSKDIEFEVAYKRLQDSWEDAYSLHTSKFQVNFEPKLFLPNSIYAARVRTRLSPGSSLSGRPSRWSPEVHWDSQPGDKAQPQNLQCFFDGIQSLHCSWEVWTQTTGSVSFGLFYRPSPVAPEEKCSPVVKEPP.... Result: 1 (interaction).